Dataset: Full USPTO retrosynthesis dataset with 1.9M reactions from patents (1976-2016). Task: Predict the reactants needed to synthesize the given product. (1) Given the product [NH2:26][C:18]1[C:17]([N+:21]([O-:23])=[O:22])=[CH:16][C:3]([C:4]([NH:6][C:7]2[CH:8]=[C:9]3[C:13](=[CH:14][CH:15]=2)[NH:12][N:11]=[CH:10]3)=[O:5])=[C:2]([N:53]2[CH2:54][CH2:55][N:50]([CH3:49])[CH2:51][CH2:52]2)[CH:19]=1, predict the reactants needed to synthesize it. The reactants are: Cl[C:2]1[CH:19]=[C:18](F)[C:17]([N+:21]([O-:23])=[O:22])=[CH:16][C:3]=1[C:4]([NH:6][C:7]1[CH:8]=[C:9]2[C:13](=[CH:14][CH:15]=1)[NH:12][N:11]=[CH:10]2)=[O:5].[NH4+].[OH-].[NH2:26]C1C=C(F)C([N+]([O-])=O)=CC=1C(NC1C=C2C(C=NN2)=CC=1)=O.[CH3:49][N:50]1[CH2:55][CH2:54][NH:53][CH2:52][CH2:51]1. (2) The reactants are: CC1(C)[O:7][CH2:6][CH:5]([N:8]2[CH2:17][CH2:16][C:15]3[C:10](=[CH:11][CH:12]=[CH:13][C:14]=3[C:18]3[N:22]=[C:21]([C:23]4[CH:24]=[C:25]5[C:29](=[CH:30][CH:31]=4)[N:28]([CH:32]([CH3:34])[CH3:33])[CH:27]=[CH:26]5)[O:20][N:19]=3)[CH2:9]2)[CH2:4][O:3]1.C(=O)([O-])O.[Na+]. Given the product [CH:32]([N:28]1[C:29]2[C:25](=[CH:24][C:23]([C:21]3[O:20][N:19]=[C:18]([C:14]4[CH:13]=[CH:12][CH:11]=[C:10]5[C:15]=4[CH2:16][CH2:17][N:8]([CH:5]([CH2:6][OH:7])[CH2:4][OH:3])[CH2:9]5)[N:22]=3)=[CH:31][CH:30]=2)[CH:26]=[CH:27]1)([CH3:34])[CH3:33], predict the reactants needed to synthesize it. (3) Given the product [OH:8][C:9]1[CH:33]=[CH:32][C:31]([CH:34]2[CH2:35][CH2:36][N:37]([CH3:40])[CH2:38][CH2:39]2)=[CH:30][C:10]=1[C:11]([NH:13][C:14]1[CH:23]=[C:22]([C:24]2[CH:29]=[CH:28][CH:27]=[CH:26][CH:25]=2)[CH:21]=[CH:20][C:15]=1[C:16]([O:18][CH3:19])=[O:17])=[O:12], predict the reactants needed to synthesize it. The reactants are: C([O:8][C:9]1[CH:33]=[CH:32][C:31]([CH:34]2[CH2:39][CH2:38][N:37]([CH3:40])[CH2:36][CH2:35]2)=[CH:30][C:10]=1[C:11]([NH:13][C:14]1[CH:23]=[C:22]([C:24]2[CH:29]=[CH:28][CH:27]=[CH:26][CH:25]=2)[CH:21]=[CH:20][C:15]=1[C:16]([O:18][CH3:19])=[O:17])=[O:12])C1C=CC=CC=1. (4) Given the product [CH3:1][O:2][C:3](=[O:15])[C:4]1[CH:9]=[C:8]([C:21]2[N:17]([CH3:16])[N:18]=[CH:19][CH:20]=2)[C:7]([CH:11]([F:13])[CH3:12])=[CH:6][C:5]=1[NH2:14], predict the reactants needed to synthesize it. The reactants are: [CH3:1][O:2][C:3](=[O:15])[C:4]1[CH:9]=[C:8](I)[C:7]([CH:11]([F:13])[CH3:12])=[CH:6][C:5]=1[NH2:14].[CH3:16][N:17]1[C:21]([Sn](CCCC)(CCCC)CCCC)=[CH:20][CH:19]=[N:18]1. (5) Given the product [C:1](=[O:6])([O:11][CH:8]([CH3:10])[CH3:9])[O:2][CH:3]([Cl:5])[CH3:4], predict the reactants needed to synthesize it. The reactants are: [C:1](Cl)(=[O:6])[O:2][CH:3]([Cl:5])[CH3:4].[CH:8]([OH:11])([CH3:10])[CH3:9].N1C=CC=CC=1. (6) The reactants are: [NH:1]1[C:5]([CH2:6][NH2:7])=[N:4][N:3]=[N:2]1.[OH-].[Na+].[C:10]([O:14][C:15](O[C:15]([O:14][C:10]([CH3:13])([CH3:12])[CH3:11])=[O:16])=[O:16])([CH3:13])([CH3:12])[CH3:11]. Given the product [NH:1]1[C:5]([CH2:6][NH:7][C:15](=[O:16])[O:14][C:10]([CH3:13])([CH3:12])[CH3:11])=[N:4][N:3]=[N:2]1, predict the reactants needed to synthesize it.